The task is: Predict the reaction yield, written as a fraction of the theoretical maximum amount of product (1.0 means a 100% yield; for example, 0.34 means a 34% yield).. This data is from Reaction yield outcomes from USPTO patents with 853,638 reactions. (1) The reactants are CO[C:3](=[O:12])[C:4]1[CH:9]=[CH:8][CH:7]=[CH:6][C:5]=1[CH2:10]Br.[O:13]([C:20]1[CH:27]=[CH:26][C:23]([CH2:24][NH2:25])=[CH:22][CH:21]=1)[C:14]1[CH:19]=[CH:18][CH:17]=[CH:16][CH:15]=1.C([O-])([O-])=O.[K+].[K+].C(OCC)(=O)C. The catalyst is C1(C)C=CC=CC=1.CCCCCC. The product is [O:13]([C:20]1[CH:21]=[CH:22][C:23]([CH2:24][N:25]2[CH2:10][C:5]3[C:4](=[CH:9][CH:8]=[CH:7][CH:6]=3)[C:3]2=[O:12])=[CH:26][CH:27]=1)[C:14]1[CH:15]=[CH:16][CH:17]=[CH:18][CH:19]=1. The yield is 0.610. (2) The reactants are [C:9](O[C:9]([O:11][C:12]([CH3:15])([CH3:14])[CH3:13])=[O:10])([O:11][C:12]([CH3:15])([CH3:14])[CH3:13])=[O:10].[C:16]1([NH2:23])[CH:21]=[CH:20][CH:19]=[CH:18][C:17]=1[NH2:22].C(N(CC)CC)C. The catalyst is C1COCC1. The product is [C:12]([O:11][C:9](=[O:10])[NH:22][C:17]1[CH:18]=[CH:19][CH:20]=[CH:21][C:16]=1[NH2:23])([CH3:13])([CH3:14])[CH3:15]. The yield is 0.760. (3) The reactants are [C:1]([C:5]1[CH:12]=[CH:11][C:8]([CH2:9][NH2:10])=[CH:7][CH:6]=1)([CH3:4])([CH3:3])[CH3:2].[CH:13]([N:16]=[C:17]=[O:18])([CH3:15])[CH3:14].[C:19](Cl)(=[O:24])[CH2:20][C:21](Cl)=[O:22]. The catalyst is C(Cl)(Cl)Cl. The product is [CH3:3][C:1]([C:5]1[CH:6]=[CH:7][C:8]([CH2:9][N:10]2[C:21](=[O:22])[CH2:20][C:19](=[O:24])[N:16]([CH:13]([CH3:15])[CH3:14])[C:17]2=[O:18])=[CH:11][CH:12]=1)([CH3:4])[CH3:2]. The yield is 0.300. (4) The reactants are [CH2:1]([N:4]1[C:12]2[C:7](=[CH:8][C:9]([N+:13]([O-])=O)=[CH:10][CH:11]=2)[C:6](=[O:16])[NH:5]1)[CH:2]=[CH2:3].O=C1C2C(=CC=C(NC(C3N=C(C4C=CC=CC=4)OC=3C(F)(F)F)=O)C=2)N(CCC)N1.[CH3:48][C:49]1[N:50]=[C:51]([C:57]2[CH:62]=[CH:61][CH:60]=[CH:59][CH:58]=2)[S:52][C:53]=1[C:54](O)=[O:55].F[P-](F)(F)(F)(F)F.N1(O[P+](N(C)C)(N(C)C)N(C)C)C2C=CC=CC=2N=N1.C(N(CC)CC)C.C(N(C(C)C)CC)(C)C. The catalyst is C(Cl)Cl.CCOC(C)=O.O. The product is [O:16]=[C:6]1[C:7]2[C:12](=[CH:11][CH:10]=[C:9]([NH:13][C:54]([C:53]3[S:52][C:51]([C:57]4[CH:58]=[CH:59][CH:60]=[CH:61][CH:62]=4)=[N:50][C:49]=3[CH3:48])=[O:55])[CH:8]=2)[N:4]([CH2:1][CH2:2][CH3:3])[NH:5]1. The yield is 0.0800. (5) The reactants are [OH-].[Li+].[Br:3][C:4]1[N:5]([C:17]2[C:26]3[C:21](=[CH:22][CH:23]=[CH:24][CH:25]=3)[C:20]([CH:27]3[CH2:29][CH2:28]3)=[CH:19][CH:18]=2)[C:6]([S:9]CCC(OCC)=O)=[N:7][N:8]=1.Cl. The catalyst is C1COCC1.CO. The product is [Br:3][C:4]1[N:5]([C:17]2[C:26]3[C:21](=[CH:22][CH:23]=[CH:24][CH:25]=3)[C:20]([CH:27]3[CH2:29][CH2:28]3)=[CH:19][CH:18]=2)[C:6]([SH:9])=[N:7][N:8]=1. The yield is 0.780.